This data is from Reaction yield outcomes from USPTO patents with 853,638 reactions. The task is: Predict the reaction yield, written as a fraction of the theoretical maximum amount of product (1.0 means a 100% yield; for example, 0.34 means a 34% yield). (1) The reactants are [C:1](=[S:12])([S:7][CH2:8][C:9]([OH:11])=O)SCC(O)=O.C(=O)([O-])[O-].[K+].[K+].[CH3:19][C:20]1[CH:27]=[CH:26][C:23]([CH2:24][NH2:25])=[CH:22][CH:21]=1. The catalyst is O. The product is [CH3:19][C:20]1[CH:27]=[CH:26][C:23]([CH2:24][N:25]2[C:9](=[O:11])[CH2:8][S:7][C:1]2=[S:12])=[CH:22][CH:21]=1. The yield is 0.530. (2) The reactants are Cl[C:2]1[N:7]=[CH:6][N:5]=[C:4]([NH2:8])[C:3]=1[NH2:9].CC(=O)C(=[O:14])C.[C:16]1(C)C=C[CH:19]=[CH:18][CH:17]=1. The catalyst is CO. The product is [CH3:16][C:17]1[N:9]=[C:3]2[C:4](=[N:8][C:18]=1[CH3:19])[N:5]=[CH:6][N:7]=[C:2]2[OH:14]. The yield is 0.720. (3) The yield is 0.550. The catalyst is CN(C=O)C. The reactants are Cl[C:2]1[C:7]2[C:8]3[CH2:14][CH2:13][CH2:12][CH2:11][C:9]=3[Se:10][C:6]=2[N:5]=[CH:4][N:3]=1.[NH2:15][C:16]1[O:17][C:18]([C:23]([CH3:26])([CH3:25])[CH3:24])=[CH:19][C:20]=1[C:21]#[N:22].[OH-].[Na+]. The product is [C:23]([C:18]1[O:17][C:16]([NH:15][C:2]2[C:7]3[C:8]4[CH2:14][CH2:13][CH2:12][CH2:11][C:9]=4[Se:10][C:6]=3[N:5]=[CH:4][N:3]=2)=[C:20]([C:21]#[N:22])[CH:19]=1)([CH3:26])([CH3:24])[CH3:25]. (4) The reactants are C(OC(=O)[NH:7][C@H:8]([C:19](=[S:21])[NH2:20])[CH2:9][C:10]1[CH:15]=[CH:14][C:13]([N+:16]([O-:18])=[O:17])=[CH:12][CH:11]=1)(C)(C)C.Br[CH2:24][C:25](=O)[CH2:26][CH3:27].C(OCC)C. The catalyst is CC#N. The product is [CH2:26]([C:25]1[N:20]=[C:19]([C@@H:8]([NH2:7])[CH2:9][C:10]2[CH:11]=[CH:12][C:13]([N+:16]([O-:18])=[O:17])=[CH:14][CH:15]=2)[S:21][CH:24]=1)[CH3:27]. The yield is 0.900. (5) The reactants are [Mg].Br[CH:3]([CH2:6][CH3:7])[CH2:4][CH3:5].BrCCCCC.[CH3:14][C:15]([CH3:27])([CH3:26])[C:16]([NH:18][C:19]1[N:20]=[N:21][C:22]([CH3:25])=[CH:23][CH:24]=1)=[O:17].C(C(C(C([O-])=O)O)O)([O-])=O.[Na+].[Na+].II. The catalyst is C(OCC)C.O1CCCC1.C(OCC)(=O)C. The product is [CH2:4]([CH:3]([C:24]1[CH:23]=[C:22]([CH3:25])[N:21]=[N:20][C:19]=1[NH:18][C:16](=[O:17])[C:15]([CH3:26])([CH3:14])[CH3:27])[CH2:6][CH3:7])[CH3:5]. The yield is 0.414. (6) The reactants are [H-].[Na+].[OH:3][CH2:4][CH2:5][N:6]1[CH2:11][CH2:10][O:9][CH2:8][CH2:7]1.Br[CH2:13][C:14]([C@H:16]1[C@@H:20]2[C@@H:21]3[C@@:34]([CH3:37])([CH2:35][CH2:36][C@@:19]2([C:52]([O:54][CH2:55][C:56]2[CH:61]=[CH:60][CH:59]=[CH:58][CH:57]=2)=[O:53])[CH2:18][CH2:17]1)[C@@:33]1([CH3:38])[C@@H:24]([C@:25]2([CH3:51])[C@@H:30]([CH2:31][CH2:32]1)[C:29]([CH3:40])([CH3:39])[C:28]([C:41]1[CH:46]=[CH:45][C:44]([C:47]([O:49]C)=[O:48])=[CH:43][CH:42]=1)=[CH:27][CH2:26]2)[CH2:23][CH2:22]3)=[CH2:15]. The catalyst is O1CCOCC1. The product is [CH2:55]([O:54][C:52]([C@:19]12[CH2:18][CH2:17][C@@H:16]([C:14]([CH2:15][O:3][CH2:4][CH2:5][N:6]3[CH2:11][CH2:10][O:9][CH2:8][CH2:7]3)=[CH2:13])[C@@H:20]1[C@@H:21]1[C@@:34]([CH3:37])([CH2:35][CH2:36]2)[C@@:33]2([CH3:38])[C@@H:24]([C@:25]3([CH3:51])[C@@H:30]([CH2:31][CH2:32]2)[C:29]([CH3:40])([CH3:39])[C:28]([C:41]2[CH:46]=[CH:45][C:44]([C:47]([OH:49])=[O:48])=[CH:43][CH:42]=2)=[CH:27][CH2:26]3)[CH2:23][CH2:22]1)=[O:53])[C:56]1[CH:61]=[CH:60][CH:59]=[CH:58][CH:57]=1. The yield is 0.507. (7) The reactants are [CH3:1][C:2]1(C)[CH2:7]CCC(C)(C)N1.C(=O)=O.[Li]CCCC.[Cl:19][C:20]1[CH:28]=[CH:27][C:23]([C:24]([OH:26])=[O:25])=[CH:22][N:21]=1.C(=O)CC. The catalyst is C1COCC1. The product is [Cl:19][C:20]1[N:21]=[CH:22][C:23]2[C:24](=[O:26])[O:25][CH:1]([CH2:2][CH3:7])[C:27]=2[CH:28]=1. The yield is 0.730. (8) The reactants are [F:1][C:2]1[CH:17]=[CH:16][C:5]([CH2:6][O:7][CH2:8][CH2:9][CH2:10][CH2:11][CH2:12][C:13]([OH:15])=O)=[CH:4][C:3]=1[CH3:18].C(N(CC)CC)C.C(Cl)(=O)C(C)(C)C.[Li+].[Cl-].[CH2:35]([C@@H:42]1[CH2:46][O:45][C:44](=[O:47])[NH:43]1)[C:36]1[CH:41]=[CH:40][CH:39]=[CH:38][CH:37]=1. The catalyst is C1COCC1.C(OCC)(=O)C. The product is [F:1][C:2]1[CH:17]=[CH:16][C:5]([CH2:6][O:7][CH2:8][CH2:9][CH2:10][CH2:11][CH2:12][C:13]([N:43]2[C@H:42]([CH2:35][C:36]3[CH:41]=[CH:40][CH:39]=[CH:38][CH:37]=3)[CH2:46][O:45][C:44]2=[O:47])=[O:15])=[CH:4][C:3]=1[CH3:18]. The yield is 0.520. (9) The reactants are [Br:1][C:2]1[CH:3]=[C:4]2[C:9](=[C:10]([O:12][CH3:13])[CH:11]=1)[N:8]=[C:7]([Cl:14])[N:6]=[C:5]2Cl.C(N(C(C)C)CC)(C)C.[NH:25]1[CH2:30][CH2:29][O:28][CH2:27][CH2:26]1. The catalyst is ClCCl. The product is [Br:1][C:2]1[CH:3]=[C:4]2[C:9](=[C:10]([O:12][CH3:13])[CH:11]=1)[N:8]=[C:7]([Cl:14])[N:6]=[C:5]2[N:25]1[CH2:30][CH2:29][O:28][CH2:27][CH2:26]1. The yield is 0.570. (10) The reactants are [F:1][C:2]([F:17])([F:16])[CH:3]([C:5]1[CH:10]=[CH:9][C:8]([C:11]2[CH:15]=[CH:14][O:13][CH:12]=2)=[CH:7][CH:6]=1)[OH:4].[NH2:18][C:19]1[N:24]=[C:23](Cl)[CH:22]=[C:21]([Cl:26])[N:20]=1.C(=O)([O-])[O-].[Cs+].[Cs+].O1CCOCC1. The catalyst is C(OCC)(=O)C. The product is [Cl:26][C:21]1[CH:22]=[C:23]([O:4][CH:3]([C:5]2[CH:6]=[CH:7][C:8]([C:11]3[CH:15]=[CH:14][O:13][CH:12]=3)=[CH:9][CH:10]=2)[C:2]([F:1])([F:16])[F:17])[N:24]=[C:19]([NH2:18])[N:20]=1. The yield is 0.720.